This data is from Reaction yield outcomes from USPTO patents with 853,638 reactions. The task is: Predict the reaction yield, written as a fraction of the theoretical maximum amount of product (1.0 means a 100% yield; for example, 0.34 means a 34% yield). (1) The reactants are N[C:2]1[C:7]2[N:8]([CH2:12][CH2:13][CH2:14][C:15]([O:17][CH2:18][CH3:19])=[O:16])[C:9](=[O:11])[NH:10][C:6]=2[CH:5]=[CH:4][CH:3]=1.N([O-])=O.[Na+].C(=O)([O-])O.[Na+].C(=O)([O-])[O-].[K+].[K+].[BrH:35]. The catalyst is C(O)(=O)C.S(=O)(=O)(O)O.[Cu]Br. The product is [Br:35][C:2]1[C:7]2[N:8]([CH2:12][CH2:13][CH2:14][C:15]([O:17][CH2:18][CH3:19])=[O:16])[C:9](=[O:11])[NH:10][C:6]=2[CH:5]=[CH:4][CH:3]=1. The yield is 0.200. (2) The reactants are [Cl:1][C:2]1[CH:10]=[C:9]2[C:5]([C:6]([C:18]([O:20]C)=[O:19])=[CH:7][N:8]2C(OC(C)(C)C)=O)=[CH:4][C:3]=1[C:22]1[CH:27]=[CH:26][C:25]([O:28][CH2:29][C:30]2[CH:31]=[N:32][CH:33]=[CH:34][CH:35]=2)=[CH:24][CH:23]=1.[OH-].[Na+]. The catalyst is CO. The product is [Cl:1][C:2]1[CH:10]=[C:9]2[C:5]([C:6]([C:18]([OH:20])=[O:19])=[CH:7][NH:8]2)=[CH:4][C:3]=1[C:22]1[CH:23]=[CH:24][C:25]([O:28][CH2:29][C:30]2[CH:31]=[N:32][CH:33]=[CH:34][CH:35]=2)=[CH:26][CH:27]=1. The yield is 0.230. (3) The reactants are [CH3:1][C:2]([CH3:8])([CH3:7])[CH2:3][C:4](Cl)=[O:5].[Br:9][C:10]1[CH:16]=[C:15]([C:17]([F:20])([F:19])[F:18])[C:13]([NH2:14])=[C:12]([Cl:21])[CH:11]=1.O. The catalyst is C(#N)C. The product is [Br:9][C:10]1[CH:16]=[C:15]([C:17]([F:20])([F:19])[F:18])[C:13]([NH:14][C:4](=[O:5])[CH2:3][C:2]([CH3:8])([CH3:7])[CH3:1])=[C:12]([Cl:21])[CH:11]=1. The yield is 0.650. (4) The reactants are Cl[Sn](Cl)(Cl)Cl.[CH3:6][C:7]1[S:11][C:10]2[CH:12]=[CH:13][CH:14]=[CH:15][C:9]=2[CH:8]=1.[CH3:16][O:17]C(Cl)Cl.Cl. The catalyst is C(Cl)Cl. The product is [CH3:6][C:7]1[S:11][C:10]2[CH:12]=[CH:13][CH:14]=[CH:15][C:9]=2[C:8]=1[CH:16]=[O:17]. The yield is 0.980. (5) The reactants are [Cl:1][C:2]1[C:3]2[C:10]([C:11]#[C:12][C:13]([CH3:16])([OH:15])[CH3:14])=[CH:9][NH:8][C:4]=2[N:5]=[CH:6][N:7]=1.N1C=CN=C1.C(OCC)C.[CH3:27][Si:28](Cl)([CH3:30])[CH3:29]. The catalyst is C(Cl)Cl.O.CO. The product is [Cl:1][C:2]1[C:3]2[C:10]([C:11]#[C:12][C:13]([CH3:16])([O:15][Si:28]([CH3:30])([CH3:29])[CH3:27])[CH3:14])=[CH:9][NH:8][C:4]=2[N:5]=[CH:6][N:7]=1. The yield is 0.700. (6) The reactants are CS([O:5][CH2:6][CH2:7][O:8][CH2:9][CH2:10][O:11][CH2:12][CH2:13][O:14][CH2:15][CH2:16][N:17]=[N+:18]=[N-:19])(=O)=O.C([O-])([O-])=O.[Cs+].[Cs+].O[C:27]1[CH:32]=[CH:31][C:30]([C:33]2[NH:34][C:35](=[O:45])[C:36]3[C:41]([CH:42]=2)=[CH:40][CH:39]=[C:38]([O:43][CH3:44])[CH:37]=3)=[CH:29][CH:28]=1.O. The catalyst is CN(C=O)C. The product is [N:17]([CH2:16][CH2:15][O:14][CH2:13][CH2:12][O:11][CH2:10][CH2:9][O:8][CH2:7][CH2:6][O:5][C:27]1[CH:28]=[CH:29][C:30]([C:33]2[NH:34][C:35](=[O:45])[C:36]3[C:41]([CH:42]=2)=[CH:40][CH:39]=[C:38]([O:43][CH3:44])[CH:37]=3)=[CH:31][CH:32]=1)=[N+:18]=[N-:19]. The yield is 0.230.